This data is from Full USPTO retrosynthesis dataset with 1.9M reactions from patents (1976-2016). The task is: Predict the reactants needed to synthesize the given product. Given the product [C:19]1([CH2:25][CH2:26][NH:27][C:13](=[O:15])[C:12]2[CH:16]=[CH:17][CH:18]=[C:10]([S:7]([N:1]3[CH2:2][CH2:3][CH2:4][CH2:5][CH2:6]3)(=[O:8])=[O:9])[CH:11]=2)[CH:24]=[CH:23][CH:22]=[CH:21][CH:20]=1, predict the reactants needed to synthesize it. The reactants are: [N:1]1([S:7]([C:10]2[CH:11]=[C:12]([CH:16]=[CH:17][CH:18]=2)[C:13]([OH:15])=O)(=[O:9])=[O:8])[CH2:6][CH2:5][CH2:4][CH2:3][CH2:2]1.[C:19]1([CH2:25][CH2:26][NH2:27])[CH:24]=[CH:23][CH:22]=[CH:21][CH:20]=1.